This data is from hERG potassium channel inhibition data for cardiac toxicity prediction from Karim et al.. The task is: Regression/Classification. Given a drug SMILES string, predict its toxicity properties. Task type varies by dataset: regression for continuous values (e.g., LD50, hERG inhibition percentage) or binary classification for toxic/non-toxic outcomes (e.g., AMES mutagenicity, cardiotoxicity, hepatotoxicity). Dataset: herg_karim. (1) The drug is Clc1cccc(N2CCN(CCCCCCN3CCN(c4cccc(Cl)c4)CC3)CC2)c1. The result is 1 (blocker). (2) The drug is O=C1NN=C(c2ccc(OC3CCN(C4CCC4)CC3)cc2)[C@@H]2C[C@H]12. The result is 1 (blocker). (3) The compound is CN(C)Cc1ccc2c(c1)CCN(C(=O)c1cc3cc(Br)ncc3n1C)C2. The result is 0 (non-blocker). (4) The drug is O=C(N[C@@H]1CC[C@@H](c2cccc(F)c2F)Cn2c(C3(C(F)(F)F)CC3)cnc21)N1CCC2(CC1)C(=O)Nc1ncccc12. The result is 1 (blocker). (5) The molecule is Cc1ccc(CN2CCNCC2)cc1NC(=O)CNc1ccc(F)c(F)c1. The result is 0 (non-blocker). (6) The compound is O=C1CN(CCc2ccc(F)cc2)CCN1[C@H]1CCc2cc(Cn3ccnc3)ccc2C1. The result is 1 (blocker). (7) The drug is O=C(O)CCNC1CC[C@@]2(Cc3ccccc3Cc3ccccc32)C1. The result is 0 (non-blocker). (8) The drug is O=C(C=Cc1ccc(CNCCc2c[nH]c3ccccc23)cc1)NO. The result is 0 (non-blocker). (9) The compound is Cc1ccc2c(N3CCN(CCc4cccc5c4CCC(=O)N5)CC3)cccc2n1. The result is 1 (blocker). (10) The molecule is Cc1nc2c3c(ccc2o1)CCN(CCCSc1nnc(-c2ocnc2C)n1C)CC3. The result is 0 (non-blocker).